The task is: Predict the reaction yield, written as a fraction of the theoretical maximum amount of product (1.0 means a 100% yield; for example, 0.34 means a 34% yield).. This data is from Reaction yield outcomes from USPTO patents with 853,638 reactions. The reactants are F[C:2]1[CH:3]=[CH:4][C:5]([N+:19]([O-:21])=[O:20])=[C:6]([NH:8][CH:9]([C:11]2[CH:16]=[C:15]([CH3:17])[CH:14]=[C:13]([CH3:18])[CH:12]=2)[CH3:10])[CH:7]=1.[N:22]1([C:28]([O:30][C:31]([CH3:34])([CH3:33])[CH3:32])=[O:29])[CH2:27][CH2:26][NH:25][CH2:24][CH2:23]1.C(N(CC)C(C)C)(C)C. The catalyst is C(#N)C. The product is [CH3:18][C:13]1[CH:12]=[C:11]([CH:9]([NH:8][C:6]2[CH:7]=[C:2]([N:25]3[CH2:24][CH2:23][N:22]([C:28]([O:30][C:31]([CH3:34])([CH3:33])[CH3:32])=[O:29])[CH2:27][CH2:26]3)[CH:3]=[CH:4][C:5]=2[N+:19]([O-:21])=[O:20])[CH3:10])[CH:16]=[C:15]([CH3:17])[CH:14]=1. The yield is 0.410.